Dataset: Reaction yield outcomes from USPTO patents with 853,638 reactions. Task: Predict the reaction yield, written as a fraction of the theoretical maximum amount of product (1.0 means a 100% yield; for example, 0.34 means a 34% yield). (1) The reactants are [N+:1]([C:4]1[CH:5]=[CH:6][C:7]([CH2:10][CH2:11][C@H:12]([NH:23]C(OCC2C=CC=CC=2)=O)[C:13]([O:15]CC2C=CC=CC=2)=[O:14])=[N:8][CH:9]=1)([O-])=O.C.[H][H]. The catalyst is CO.O.[Pd]. The product is [NH2:23][C@@H:12]([CH2:11][CH2:10][C:7]1[CH:6]=[CH:5][C:4]([NH2:1])=[CH:9][N:8]=1)[C:13]([OH:15])=[O:14]. The yield is 0.920. (2) The reactants are [C:1]([O:9][CH2:10][C:11]1([C:17]([O:19][CH2:20][CH3:21])=[O:18])[CH2:16][CH2:15][CH:14]=[CH:13][O:12]1)(=[O:8])[C:2]1[CH:7]=[CH:6][CH:5]=[CH:4][CH:3]=1.B.C1C[O:26]CC1.C([O-])(=O)C.[Na+].OO. The catalyst is C1COCC1.O.CCOCC. The product is [C:1]([O:9][CH2:10][C:11]1([C:17]([O:19][CH2:20][CH3:21])=[O:18])[CH2:16][CH2:15][CH:14]([OH:26])[CH2:13][O:12]1)(=[O:8])[C:2]1[CH:3]=[CH:4][CH:5]=[CH:6][CH:7]=1. The yield is 0.800. (3) The reactants are Br[C:2]1[C:11]([NH:12][CH3:13])=[C:10]([F:14])[CH:9]=[C:8]2[C:3]=1[CH:4]=[CH:5][N:6]([C:16]1[CH:21]=[CH:20][C:19]([N+:22]([O-:24])=[O:23])=[CH:18][CH:17]=1)[C:7]2=[O:15].[C:25]([Cu])#[N:26].[C-]#N.[K+]. The catalyst is CN1C(=O)CCC1. The product is [F:14][C:10]1[C:11]([NH:12][CH3:13])=[C:2]([C:25]#[N:26])[C:3]2[CH:4]=[CH:5][N:6]([C:16]3[CH:17]=[CH:18][C:19]([N+:22]([O-:24])=[O:23])=[CH:20][CH:21]=3)[C:7](=[O:15])[C:8]=2[CH:9]=1. The yield is 1.30. (4) The reactants are C([NH:18][C@H:19]([C:30]([OH:32])=[O:31])[CH2:20][C:21]1[CH:26]=[CH:25][C:24]([C:27](=[O:29])[CH3:28])=[CH:23][CH:22]=1)(OCC1C2C(=CC=CC=2)C2C1=CC=CC=2)=O.N1CCCCC1. The catalyst is O. The product is [C:27]([C:24]1[CH:25]=[CH:26][C:21]([CH2:20][C@@H:19]([C:30]([OH:32])=[O:31])[NH2:18])=[CH:22][CH:23]=1)(=[O:29])[CH3:28]. The yield is 0.880. (5) The reactants are [C:1]([C:3]1[CH:17]=[CH:16][C:6]([C:7]([NH:9][C:10]2[CH:11]=[N:12][CH:13]=[CH:14][CH:15]=2)=[O:8])=[C:5]([F:18])[CH:4]=1)#[N:2].[CH]Cl. The catalyst is CCO.[Pd]. The product is [NH2:2][CH2:1][C:3]1[CH:17]=[CH:16][C:6]([C:7]([NH:9][C:10]2[CH:11]=[N:12][CH:13]=[CH:14][CH:15]=2)=[O:8])=[C:5]([F:18])[CH:4]=1. The yield is 0.540. (6) The reactants are [C:1](N1C=CN=C1)(N1C=CN=C1)=[O:2].[NH2:13][C:14]1[S:15][C:16]2[CH:22]=[CH:21][CH:20]=[CH:19][C:17]=2[N:18]=1.[CH3:23][C:24]1[C:25]([CH2:31][N:32]([CH2:39][C:40]2[C:45]([CH:46]([CH3:48])[CH3:47])=[CH:44][CH:43]=[CH:42][N:41]=2)[CH:33]2[CH2:38][CH2:37][NH:36][CH2:35][CH2:34]2)=[N:26][CH:27]=[C:28]([CH3:30])[CH:29]=1. The catalyst is C(Cl)Cl. The product is [S:15]1[C:16]2[CH:22]=[CH:21][CH:20]=[CH:19][C:17]=2[N:18]=[C:14]1[NH:13][C:1]([N:36]1[CH2:37][CH2:38][CH:33]([N:32]([CH2:31][C:25]2[C:24]([CH3:23])=[CH:29][C:28]([CH3:30])=[CH:27][N:26]=2)[CH2:39][C:40]2[C:45]([CH:46]([CH3:48])[CH3:47])=[CH:44][CH:43]=[CH:42][N:41]=2)[CH2:34][CH2:35]1)=[O:2]. The yield is 0.500.